Dataset: Reaction yield outcomes from USPTO patents with 853,638 reactions. Task: Predict the reaction yield, written as a fraction of the theoretical maximum amount of product (1.0 means a 100% yield; for example, 0.34 means a 34% yield). (1) The reactants are [Cl:1][C:2]1[CH:3]=[C:4]([N:17]2[C:22](=[O:23])[NH:21][C:20](=[O:24])[CH:19]=[N:18]2)[CH:5]=[CH:6][C:7]=1[CH:8](Cl)[C:9]1[CH:14]=[CH:13][C:12]([Cl:15])=[CH:11][CH:10]=1.N12CCCN=C1CCCCC2.[CH3:36][CH:37]([CH3:40])[CH2:38][OH:39]. No catalyst specified. The product is [Cl:1][C:2]1[CH:3]=[C:4]([N:17]2[C:22](=[O:23])[NH:21][C:20](=[O:24])[CH:19]=[N:18]2)[CH:5]=[CH:6][C:7]=1[CH:8]([C:9]1[CH:14]=[CH:13][C:12]([Cl:15])=[CH:11][CH:10]=1)[O:39][CH2:38][CH:37]([CH3:40])[CH3:36]. The yield is 0.250. (2) The reactants are C1([S:7]([N:10]2[CH2:15][CH2:14][O:13][C:12]3[N:16]=[CH:17][C:18]([C:20]([O:22]C)=[O:21])=[CH:19][C:11]2=3)(=[O:9])=[O:8])C=CC=CC=1.[OH-:24].[Na+]. The catalyst is CO. The product is [O:24]1[CH2:14][CH2:15][N:10]([S:7]([N:10]2[CH2:15][CH2:14][O:13][C:12]3[N:16]=[CH:17][C:18]([C:20]([OH:22])=[O:21])=[CH:19][C:11]2=3)(=[O:8])=[O:9])[CH2:11][CH2:12]1. The yield is 0.990. (3) The reactants are I[C:2]1[CH:3]=[C:4]([C:12]2[CH:17]=[CH:16][CH:15]=[CH:14][C:13]=2[C:18]([F:21])([F:20])[F:19])[CH:5]=[C:6]([N+:9]([O-:11])=[O:10])[C:7]=1[NH2:8].[CH2:22]1C[O:25][CH2:24][CH2:23]1.C(O)C#C. The catalyst is CCOC(C)=O.Cl[Pd](Cl)([P](C1C=CC=CC=1)(C1C=CC=CC=1)C1C=CC=CC=1)[P](C1C=CC=CC=1)(C1C=CC=CC=1)C1C=CC=CC=1.[Cu]I. The product is [NH2:8][C:7]1[C:6]([N+:9]([O-:11])=[O:10])=[CH:5][C:4]([C:12]2[CH:17]=[CH:16][CH:15]=[CH:14][C:13]=2[C:18]([F:21])([F:20])[F:19])=[CH:3][C:2]=1[C:22]#[C:23][CH2:24][OH:25]. The yield is 0.730. (4) The reactants are [CH2:1]([C:4]1([CH2:10][CH2:11][OH:12])[O:9][CH2:8][CH2:7][CH2:6][O:5]1)CC.[CH3:13][O:14]CC(=O)CC(OC)=O. No catalyst specified. The product is [CH3:13][O:14][CH2:1][C:4]1([CH2:10][CH2:11][OH:12])[O:5][CH2:6][CH2:7][CH2:8][O:9]1. The yield is 0.340.